The task is: Predict the product of the given reaction.. This data is from Forward reaction prediction with 1.9M reactions from USPTO patents (1976-2016). (1) Given the reactants C1(O[C:8](=[O:16])[O:9][C:10]2[CH:15]=[CH:14][CH:13]=[CH:12][CH:11]=2)C=CC=CC=1.[NH:17]1[CH2:24][CH:23]=[CH:22][CH2:21][NH:20][CH2:19][CH2:18]1, predict the reaction product. The product is: [N:17]1([C:8]([O:9][C:10]2[CH:11]=[CH:12][CH:13]=[CH:14][CH:15]=2)=[O:16])[CH2:24][CH:23]=[CH:22][CH2:21][NH:20][CH2:19][CH2:18]1. (2) The product is: [OH:1][C:2]1[C:10]([CH3:11])=[CH:9][CH:8]=[CH:7][C:3]=1[C:4]([O:6][CH3:17])=[O:5]. Given the reactants [OH:1][C:2]1[C:10]([CH3:11])=[CH:9][CH:8]=[CH:7][C:3]=1[C:4]([OH:6])=[O:5].S(=O)(=O)(O)O.[C:17]([O-])(O)=O.[Na+], predict the reaction product. (3) Given the reactants [CH3:1][O:2][C:3](=[O:16])[C@@H:4]([NH2:15])[C@H:5]([NH:7][C:8]([O:10][C:11]([CH3:14])([CH3:13])[CH3:12])=[O:9])[CH3:6].[ClH:17].CCCCCC, predict the reaction product. The product is: [ClH:17].[CH3:1][O:2][C:3](=[O:16])[C@@H:4]([NH2:15])[C@H:5]([NH:7][C:8]([O:10][C:11]([CH3:13])([CH3:12])[CH3:14])=[O:9])[CH3:6]. (4) The product is: [C:9]([C:11]1[CH:16]=[CH:15][C:14]([CH:17]2[CH2:22][CH2:21][N:20]([C:23]([O:25][C:26]([CH3:29])([CH3:28])[CH3:27])=[O:24])[CH2:19][CH2:18]2)=[CH:13][N:12]=1)([OH:10])=[O:8]. Given the reactants C([O:8][C:9]([C:11]1[CH:16]=[CH:15][C:14]([C:17]2[CH2:18][CH2:19][N:20]([C:23]([O:25][C:26]([CH3:29])([CH3:28])[CH3:27])=[O:24])[CH2:21][CH:22]=2)=[CH:13][N:12]=1)=[O:10])C1C=CC=CC=1, predict the reaction product. (5) The product is: [Cl:1][C:2]1[CH:3]=[CH:4][C:5]([O:32][C:33]2[C:34]([F:60])=[CH:35][C:36]([S:40]([NH:41][C:42]3[S:46][N:45]=[CH:44][N:43]=3)(=[O:59])=[O:58])=[C:37]([F:39])[CH:38]=2)=[C:6]([C:8]2[CH:9]=[CH:10][C:11]3[O:15][N:14]=[C:13]([N:16]([CH3:17])[CH3:24])[C:12]=3[CH:31]=2)[CH:7]=1. Given the reactants [Cl:1][C:2]1[CH:3]=[CH:4][C:5]([O:32][C:33]2[CH:38]=[C:37]([F:39])[C:36]([S:40](=[O:59])(=[O:58])[N:41](CC3C=CC(OC)=CC=3OC)[C:42]3[S:46][N:45]=[CH:44][N:43]=3)=[CH:35][C:34]=2[F:60])=[C:6]([C:8]2[CH:9]=[CH:10][C:11]3[O:15][N:14]=[C:13]([N:16]([C:24](OC(C)(C)C)=O)[C:17](OC(C)(C)C)=O)[C:12]=3[CH:31]=2)[CH:7]=1.ClC1C=CC(OC2C(F)=CC(S(N(CC3C=CC(OC)=CC=3OC)C3SN=CN=3)(=O)=O)=C(F)C=2)=C(C2C=CC3ON=C(N(C)C)C=3C=2)C=1, predict the reaction product. (6) Given the reactants [F:1][CH:2]([CH2:13][N:14]1[CH:19]=[CH:18][C:17]([NH:20][C:21](=[O:29])[CH2:22][C:23]2[CH:28]=[CH:27][CH:26]=[CH:25][CH:24]=2)=[CH:16][C:15]1=[O:30])[CH2:3][CH2:4][N:5]1[CH:9]=[C:8]([C:10]([OH:12])=O)[N:7]=[N:6]1.[F:31][C:32]1[CH:37]=[CH:36][C:35]([O:38][C:39]([F:42])([F:41])[F:40])=[CH:34][C:33]=1[CH2:43][NH2:44].CN(C(ON1N=NC2C=CC=NC1=2)=[N+](C)C)C.F[P-](F)(F)(F)(F)F.CCN(C(C)C)C(C)C, predict the reaction product. The product is: [F:1][CH:2]([CH2:13][N:14]1[CH:19]=[CH:18][C:17]([NH:20][C:21](=[O:29])[CH2:22][C:23]2[CH:28]=[CH:27][CH:26]=[CH:25][CH:24]=2)=[CH:16][C:15]1=[O:30])[CH2:3][CH2:4][N:5]1[CH:9]=[C:8]([C:10]([NH:44][CH2:43][C:33]2[CH:34]=[C:35]([O:38][C:39]([F:40])([F:41])[F:42])[CH:36]=[CH:37][C:32]=2[F:31])=[O:12])[N:7]=[N:6]1.